From a dataset of Catalyst prediction with 721,799 reactions and 888 catalyst types from USPTO. Predict which catalyst facilitates the given reaction. (1) Reactant: [CH3:1][C:2]1([CH3:24])[O:6][C:5](=[CH:7][C:8]([N:10]([CH2:13][C:14]2[CH:22]=[CH:21][C:17]([C:18](O)=[O:19])=[CH:16][CH:15]=2)[O:11][CH3:12])=[O:9])[C:4](=[O:23])[O:3]1.C(Cl)(=O)C(Cl)=O.[CH3:31][N:32](C)C=O. Product: [CH3:1][C:2]1([CH3:24])[O:6][C:5](=[CH:7][C:8]([N:10]([CH2:13][C:14]2[CH:22]=[CH:21][C:17]([C:18]([NH:32][CH3:31])=[O:19])=[CH:16][CH:15]=2)[O:11][CH3:12])=[O:9])[C:4](=[O:23])[O:3]1. The catalyst class is: 4. (2) Reactant: [Cl-:1].[C:2]([NH+:6]1[CH2:10][C@@H:9]([C:11]2[CH:16]=[CH:15][C:14]([F:17])=[CH:13][C:12]=2[F:18])[C@@H:8]([C:19]([N:21]2[CH:26]3[CH2:27][CH2:28][CH:22]2[CH2:23][C:24]([CH:32]2[CH2:37][CH2:36][CH2:35][CH2:34][CH2:33]2)([CH2:29][S:30][CH3:31])[CH2:25]3)=[O:20])[CH2:7]1)([CH3:5])([CH3:4])[CH3:3].Cl.C([OH:41])C. Product: [Cl-:1].[C:2]([NH+:6]1[CH2:10][C@@H:9]([C:11]2[CH:16]=[CH:15][C:14]([F:17])=[CH:13][C:12]=2[F:18])[C@@H:8]([C:19]([N:21]2[CH:26]3[CH2:27][CH2:28][CH:22]2[CH2:23][C:24]([CH:32]2[CH2:33][CH2:34][CH2:35][CH2:36][CH2:37]2)([CH2:29][S:30]([CH3:31])=[O:41])[CH2:25]3)=[O:20])[CH2:7]1)([CH3:5])([CH3:3])[CH3:4]. The catalyst class is: 809.